From a dataset of Forward reaction prediction with 1.9M reactions from USPTO patents (1976-2016). Predict the product of the given reaction. (1) Given the reactants [F:1][C:2]([F:11])([F:10])[C:3]1[CH:9]=[CH:8][C:6]([NH2:7])=[CH:5][CH:4]=1.C([O-])(O)=O.[Na+].[CH3:17][C:18]1[O:22][N:21]=[CH:20][C:19]=1[C:23](Cl)=[O:24], predict the reaction product. The product is: [CH3:17][C:18]1[O:22][N:21]=[CH:20][C:19]=1[C:23]([NH:7][C:6]1[CH:5]=[CH:4][C:3]([C:2]([F:10])([F:11])[F:1])=[CH:9][CH:8]=1)=[O:24]. (2) The product is: [CH2:1]([O:8][C:9]1[CH:14]=[CH:13][C:12]([B:21]([OH:26])[OH:22])=[CH:11][CH:10]=1)[C:2]1[CH:7]=[CH:6][CH:5]=[CH:4][CH:3]=1. Given the reactants [CH2:1]([O:8][C:9]1[CH:14]=[CH:13][C:12](Br)=[CH:11][CH:10]=1)[C:2]1[CH:7]=[CH:6][CH:5]=[CH:4][CH:3]=1.[Li]CCCC.[B:21](OC(C)C)([O:26]C(C)C)[O:22]C(C)C, predict the reaction product.